This data is from Catalyst prediction with 721,799 reactions and 888 catalyst types from USPTO. The task is: Predict which catalyst facilitates the given reaction. (1) Reactant: [Cl-].[CH3:2][O:3][CH2:4][P+](C1C=CC=CC=1)(C1C=CC=CC=1)C1C=CC=CC=1.C([Li])CCC.[Cl:29][C:30]1[CH:35]=[C:34]([Cl:36])[CH:33]=[CH:32][C:31]=1[C:37]1[C:45]2[C:41](=[C:42]([CH:47]=O)[N:43]([CH3:46])[N:44]=2)[CH:40]=[CH:39][CH:38]=1.[Cl-].[NH4+]. Product: [Cl:29][C:30]1[CH:35]=[C:34]([Cl:36])[CH:33]=[CH:32][C:31]=1[C:37]1[C:45]2[C:41](=[C:42]([CH:47]=[CH:2][O:3][CH3:4])[N:43]([CH3:46])[N:44]=2)[CH:40]=[CH:39][CH:38]=1. The catalyst class is: 134. (2) Reactant: FC(F)(F)C(O)=O.[CH3:8][C:9]1[S:10][CH:11]=[C:12]([C:14]([N:16]2[CH2:27][CH2:26][C:20]3([CH2:25][CH2:24][NH:23][CH2:22][CH2:21]3)[O:19][CH2:18][CH2:17]2)=[O:15])[N:13]=1.C(N(CC)CC)C.Br[CH2:36][C:37]1[CH:38]=[C:39]([CH2:43][CH2:44][OH:45])[CH:40]=[CH:41][CH:42]=1. Product: [OH:45][CH2:44][CH2:43][C:39]1[CH:38]=[C:37]([CH:42]=[CH:41][CH:40]=1)[CH2:36][N:23]1[CH2:24][CH2:25][C:20]2([CH2:26][CH2:27][N:16]([C:14]([C:12]3[N:13]=[C:9]([CH3:8])[S:10][CH:11]=3)=[O:15])[CH2:17][CH2:18][O:19]2)[CH2:21][CH2:22]1. The catalyst class is: 10.